From a dataset of hERG channel blocking data for cardiac toxicity assessment. Regression/Classification. Given a drug SMILES string, predict its toxicity properties. Task type varies by dataset: regression for continuous values (e.g., LD50, hERG inhibition percentage) or binary classification for toxic/non-toxic outcomes (e.g., AMES mutagenicity, cardiotoxicity, hepatotoxicity). Dataset: herg. The compound is O=c1[nH]c(SCc2c(Cl)c(Cl)c(Cl)c(Cl)c2Cl)nc(=S)[nH]1. The result is 0 (non-blocker).